From a dataset of Catalyst prediction with 721,799 reactions and 888 catalyst types from USPTO. Predict which catalyst facilitates the given reaction. Reactant: [Na].[NH:2]1[CH:6]=[N:5][CH:4]=[N:3]1.[CH3:7][O:8][CH2:9][CH2:10][CH2:11][O:12][C:13]1[CH:18]=[CH:17][C:16]([C@H:19]2[C@H:24]([O:25][CH2:26][CH2:27][CH2:28]OS(C3C=CC(C)=CC=3)(=O)=O)[CH2:23][N:22](C(OCC3C=CC=CC=3)=O)[CH2:21][C@@H:20]2[O:50][CH2:51][C:52]2[CH:53]=[CH:54][C:55]3[O:60][CH2:59][CH2:58][N:57]([CH2:61][CH2:62][CH2:63][O:64][CH3:65])[C:56]=3[CH:66]=2)=[CH:15][CH:14]=1. Product: [CH3:7][O:8][CH2:9][CH2:10][CH2:11][O:12][C:13]1[CH:18]=[CH:17][C:16]([C@H:19]2[C@H:24]([O:25][CH2:26][CH2:27][CH2:28][N:2]3[CH:6]=[N:5][CH:4]=[N:3]3)[CH2:23][NH:22][CH2:21][C@@H:20]2[O:50][CH2:51][C:52]2[CH:53]=[CH:54][C:55]3[O:60][CH2:59][CH2:58][N:57]([CH2:61][CH2:62][CH2:63][O:64][CH3:65])[C:56]=3[CH:66]=2)=[CH:15][CH:14]=1. The catalyst class is: 9.